Task: Predict the reactants needed to synthesize the given product.. Dataset: Full USPTO retrosynthesis dataset with 1.9M reactions from patents (1976-2016) (1) Given the product [CH3:9][O:10][C:11]([C:13]1[C:22]([CH3:23])=[C:21]([O:24][CH2:1][C:2]2[CH:7]=[CH:6][CH:5]=[CH:4][CH:3]=2)[C:20]2[C:15](=[CH:16][CH:17]=[C:18]([F:25])[CH:19]=2)[CH:14]=1)=[O:12], predict the reactants needed to synthesize it. The reactants are: [CH2:1](Br)[C:2]1[CH:7]=[CH:6][CH:5]=[CH:4][CH:3]=1.[CH3:9][O:10][C:11]([C:13]1[C:22]([CH3:23])=[C:21]([OH:24])[C:20]2[C:15](=[CH:16][CH:17]=[C:18]([F:25])[CH:19]=2)[CH:14]=1)=[O:12].C(=O)([O-])[O-].[K+].[K+].C(OCC)(=O)C. (2) Given the product [CH:33]1([C:38]#[C:39][C:2]2[CH:23]=[CH:22][C:5]([C:6]([NH:8][S:9]([C:12]3[CH:17]=[CH:16][CH:15]=[CH:14][C:13]=3[S:18](=[O:21])(=[O:20])[NH2:19])(=[O:11])=[O:10])=[O:7])=[CH:4][C:3]=2[O:24][CH2:25][CH2:26][O:27][CH2:28][C:29]([F:32])([F:31])[F:30])[CH2:37][CH2:36][CH2:35][CH2:34]1, predict the reactants needed to synthesize it. The reactants are: Br[C:2]1[CH:23]=[CH:22][C:5]([C:6]([NH:8][S:9]([C:12]2[CH:17]=[CH:16][CH:15]=[CH:14][C:13]=2[S:18](=[O:21])(=[O:20])[NH2:19])(=[O:11])=[O:10])=[O:7])=[CH:4][C:3]=1[O:24][CH2:25][CH2:26][O:27][CH2:28][C:29]([F:32])([F:31])[F:30].[CH:33]1([C:38]#[CH:39])[CH2:37][CH2:36][CH2:35][CH2:34]1. (3) Given the product [CH:46]([P:51](=[O:52])([OH:53])[OH:54])([P:47](=[O:48])([OH:49])[OH:50])[CH2:45][CH2:44][CH2:43][CH2:42][CH2:41][CH2:40][CH2:16][CH2:17][CH2:18][CH2:19][CH2:20][CH3:15], predict the reactants needed to synthesize it. The reactants are: [CH:15]1[C:20](N=NC2C(=O)N([C:15]3[CH:20]=[CH:19][C:18](S([O-])(=O)=O)=[CH:17][CH:16]=3)N=C2C([O-])=O)=[CH:19][CH:18]=[C:17](S([O-])(=O)=O)[CH:16]=1.[Na+].[Na+].[Na+].NCCCC[CH2:40][CH2:41][CH2:42][CH2:43][CH2:44][CH2:45][C:46](O)([P:51](=[O:54])([OH:53])[OH:52])[P:47](=[O:50])([OH:49])[OH:48].C(OC(=O)C)(=O)C. (4) The reactants are: [CH:1]1([C:4]2[C:15]3[O:14][C:11]4([CH2:13][CH2:12]4)[CH2:10][C:9]([CH3:17])(C)[C:8]=3[CH:7]=[C:6]([C:18]#[CH:19])[CH:5]=2)[CH2:3][CH2:2]1.[CH2:20]([O:22][C:23](=[O:34])/[C:24](/[CH3:33])=[CH:25]/[C:26]1[CH:31]=[CH:30][C:29](I)=[CH:28][CH:27]=1)[CH3:21].[CH2:35](N(CC)CC)C. Given the product [CH2:20]([O:22][C:23](=[O:34])/[C:24](/[CH3:33])=[CH:25]/[C:26]1[CH:31]=[CH:30][C:29]([C:19]#[C:18][C:6]2[CH:5]=[C:4]([CH:1]3[CH2:3][CH2:2]3)[C:15]3[O:14][C:11]4([CH2:12][CH2:13]4)[C:10]([CH3:35])=[C:9]([CH3:17])[C:8]=3[CH:7]=2)=[CH:28][CH:27]=1)[CH3:21], predict the reactants needed to synthesize it. (5) Given the product [CH3:78][C:79]([P:32]([OH:34])([OH:35])=[O:33])([P:1]([OH:5])([OH:4])=[O:3])[OH:80], predict the reactants needed to synthesize it. The reactants are: [P:1]([O-:5])([O-:4])([O-:3])=O.[OH-].[Na+].CCCCCCCC/C=C\CCCCCCCC(OC[C@@H](OC(CCCCCCC/C=C\CCCCCCCC)=O)CO[P:32]([O:35]CC[N+](C)(C)C)([O-:34])=[O:33])=O.CCCCCCCCCCCCCCCC[CH2:78][C:79](OCC(OC(CCCCCCCCCCCCCCCCC)=O)COP(OCC(O)CO)(O)=O)=[O:80].CCCCCCCCCCCCCCCC(OC[C@@H](OC(CCCCCCC/C=C\CCCCCCCC)=O)COP(OCC[N+](C)(C)C)([O-])=O)=O. (6) Given the product [CH2:14]([O:9][C:4]1[CH:5]=[CH:6][CH:7]=[CH:8][C:3]=1[C:2]([F:10])([F:11])[F:1])[C:13]#[CH:12], predict the reactants needed to synthesize it. The reactants are: [F:1][C:2]([F:11])([F:10])[C:3]1[CH:8]=[CH:7][CH:6]=[CH:5][C:4]=1[OH:9].[CH:12]#[C:13][CH2:14]Br.C([O-])([O-])=O.[K+].[K+]. (7) Given the product [Cl:11][C:12]1[CH:28]=[C:27]([S:29]([CH3:32])(=[O:31])=[O:30])[CH:26]=[CH:25][C:13]=1[CH2:14][NH:15][C:16](=[O:24])[C:17]1[CH:22]=[CH:21][C:20]([O:10][C:7]2[CH:8]=[CH:9][C:4]([F:3])=[CH:5][CH:6]=2)=[N:19][CH:18]=1, predict the reactants needed to synthesize it. The reactants are: [H-].[Na+].[F:3][C:4]1[CH:9]=[CH:8][C:7]([OH:10])=[CH:6][CH:5]=1.[Cl:11][C:12]1[CH:28]=[C:27]([S:29]([CH3:32])(=[O:31])=[O:30])[CH:26]=[CH:25][C:13]=1[CH2:14][NH:15][C:16](=[O:24])[C:17]1[CH:22]=[CH:21][C:20](F)=[N:19][CH:18]=1.